Dataset: Full USPTO retrosynthesis dataset with 1.9M reactions from patents (1976-2016). Task: Predict the reactants needed to synthesize the given product. (1) The reactants are: CCOC(/N=N/C(OCC)=O)=O.[F:13][C:14]([F:43])([C:33]([F:42])([F:41])[C:34]([F:40])([F:39])[C:35]([F:38])([F:37])[F:36])[CH2:15][CH2:16][CH2:17][CH2:18][O:19][C:20]1[CH:21]=[N:22][C:23]([C:26]2[CH:31]=[CH:30][C:29]([OH:32])=[CH:28][CH:27]=2)=[N:24][CH:25]=1.[CH2:44](O)[CH2:45]/[CH:46]=[CH:47]/[CH2:48][CH2:49][CH3:50].C1(P(C2C=CC=CC=2)C2C=CC=CC=2)C=CC=CC=1. Given the product [CH2:44]([O:32][C:29]1[CH:28]=[CH:27][C:26]([C:23]2[N:22]=[CH:21][C:20]([O:19][CH2:18][CH2:17][CH2:16][CH2:15][C:14]([F:13])([F:43])[C:33]([F:41])([F:42])[C:34]([F:39])([F:40])[C:35]([F:36])([F:37])[F:38])=[CH:25][N:24]=2)=[CH:31][CH:30]=1)[CH2:45]/[CH:46]=[CH:47]/[CH2:48][CH2:49][CH3:50], predict the reactants needed to synthesize it. (2) The reactants are: [SH3+].[Br-].[CH2:3]([S+]1CCCC1)[C:4]1[CH:9]=[CH:8][CH:7]=[CH:6][CH:5]=1.[Br:15][C:16]1[CH:21]=[CH:20][C:19](/[CH:22]=[CH:23]/[C:24]([O:26][CH3:27])=[O:25])=[CH:18][CH:17]=1.[Li+].C[Si]([N-][Si](C)(C)C)(C)C. Given the product [Br:15][C:16]1[CH:17]=[CH:18][C:19]([C@@H:22]2[C@@H:3]([C:4]3[CH:5]=[CH:6][CH:7]=[CH:8][CH:9]=3)[C@H:23]2[C:24]([O:26][CH3:27])=[O:25])=[CH:20][CH:21]=1, predict the reactants needed to synthesize it.